The task is: Regression/Classification. Given a drug SMILES string, predict its absorption, distribution, metabolism, or excretion properties. Task type varies by dataset: regression for continuous measurements (e.g., permeability, clearance, half-life) or binary classification for categorical outcomes (e.g., BBB penetration, CYP inhibition). Dataset: cyp2c9_veith.. This data is from CYP2C9 inhibition data for predicting drug metabolism from PubChem BioAssay. (1) The molecule is O=S(=O)(c1ccccc1)N1CCC2(CC1)CN(Cc1ccccc1)C2. The result is 0 (non-inhibitor). (2) The drug is O=C(O)c1ccc(Oc2nc3ccccc3s2)cc1. The result is 0 (non-inhibitor). (3) The result is 0 (non-inhibitor). The molecule is C=C[C@]1(C)C[C@H](OC(=O)CO)[C@@]2(C)[C@H](C)CC[C@@]3(CCC(=O)[C@@H]23)[C@H](C)[C@H]1O. (4) The molecule is CC(=O)NCCNc1ncnc2ccc(-c3ccoc3)cc12. The result is 0 (non-inhibitor). (5) The compound is O=C(c1ccco1)N1CCC2(CC1)CN(c1ccc(-c3ccccc3)cc1)C2. The result is 0 (non-inhibitor).